From a dataset of Full USPTO retrosynthesis dataset with 1.9M reactions from patents (1976-2016). Predict the reactants needed to synthesize the given product. Given the product [F:11][C:4]1[C:3]([O:2][CH3:1])=[CH:8][CH:7]=[C:6]([O:9][CH3:10])[C:5]=1[CH:17]([OH:19])[CH3:18], predict the reactants needed to synthesize it. The reactants are: [CH3:1][O:2][C:3]1[CH:8]=[CH:7][C:6]([O:9][CH3:10])=[CH:5][C:4]=1[F:11].[Li]CCCC.[CH:17](=[O:19])[CH3:18].